From a dataset of Forward reaction prediction with 1.9M reactions from USPTO patents (1976-2016). Predict the product of the given reaction. (1) Given the reactants Br[CH2:2][C:3]([NH:5][C:6]1[CH:11]=[CH:10][C:9]([Cl:12])=[CH:8][C:7]=1[Cl:13])=[O:4].[CH:14]1([NH:20][CH2:21][C:22]2[CH:38]=[CH:37][C:25]([O:26][C:27]([CH3:36])([CH3:35])[C:28]([O:30][C:31]([CH3:34])([CH3:33])[CH3:32])=[O:29])=[C:24]([CH3:39])[CH:23]=2)[CH2:19][CH2:18][CH2:17][CH2:16][CH2:15]1.C(=O)(O)[O-].[Na+], predict the reaction product. The product is: [Cl:13][C:7]1[CH:8]=[C:9]([Cl:12])[CH:10]=[CH:11][C:6]=1[NH:5][C:3](=[O:4])[CH2:2][N:20]([CH2:21][C:22]1[CH:38]=[CH:37][C:25]([O:26][C:27]([CH3:36])([CH3:35])[C:28]([O:30][C:31]([CH3:32])([CH3:33])[CH3:34])=[O:29])=[C:24]([CH3:39])[CH:23]=1)[CH:14]1[CH2:19][CH2:18][CH2:17][CH2:16][CH2:15]1. (2) Given the reactants [C:1]([O:5][C:6]([N:8]1[CH:13]([C:14](=O)[NH:15][C:16]2[CH:21]=[CH:20][C:19]([Br:22])=[CH:18][C:17]=2[NH2:23])[CH:12]2[CH2:25][CH:9]1[CH2:10][CH2:11]2)=[O:7])([CH3:4])([CH3:3])[CH3:2], predict the reaction product. The product is: [C:1]([O:5][C:6]([N:8]1[CH:13]([C:14]2[NH:23][C:17]3[CH:18]=[C:19]([Br:22])[CH:20]=[CH:21][C:16]=3[N:15]=2)[CH:12]2[CH2:25][CH:9]1[CH2:10][CH2:11]2)=[O:7])([CH3:4])([CH3:3])[CH3:2].